Dataset: Forward reaction prediction with 1.9M reactions from USPTO patents (1976-2016). Task: Predict the product of the given reaction. (1) Given the reactants C([O:3][C:4]([C:6]1[C:10]([CH3:11])=[CH:9][S:8][C:7]=1[NH:12][C:13]([NH:15][CH2:16][CH3:17])=[O:14])=O)C.[O-]CC.[Na+].Cl.O, predict the reaction product. The product is: [CH2:16]([N:15]1[C:4](=[O:3])[C:6]2[C:10]([CH3:11])=[CH:9][S:8][C:7]=2[NH:12][C:13]1=[O:14])[CH3:17]. (2) Given the reactants Cl.[CH3:2][C:3]1[CH:8]=[C:7]([CH3:9])[NH:6][C:5](=[O:10])[C:4]=1[CH2:11][NH:12][C:13]([C:15]1[C:19]([CH3:20])=[C:18]([N:21]([CH2:28][CH3:29])[CH:22]2[CH2:27][CH2:26][O:25][CH2:24][CH2:23]2)[S:17][C:16]=1[CH:30]1[CH2:34][CH2:33][NH:32][CH2:31]1)=[O:14].[CH3:35][S:36](Cl)(=[O:38])=[O:37].CO, predict the reaction product. The product is: [CH3:2][C:3]1[CH:8]=[C:7]([CH3:9])[NH:6][C:5](=[O:10])[C:4]=1[CH2:11][NH:12][C:13]([C:15]1[C:19]([CH3:20])=[C:18]([N:21]([CH2:28][CH3:29])[CH:22]2[CH2:27][CH2:26][O:25][CH2:24][CH2:23]2)[S:17][C:16]=1[CH:30]1[CH2:34][CH2:33][N:32]([S:36]([CH3:35])(=[O:38])=[O:37])[CH2:31]1)=[O:14]. (3) Given the reactants [C:1]1([CH2:7][O:8][C:9]2[CH:14]=[CH:13][C:12]([C:15]([F:18])([F:17])[F:16])=[CH:11][C:10]=2B(O)O)[CH:6]=[CH:5][CH:4]=[CH:3][CH:2]=1.Br[C:23]1[CH:29]=[CH:28][C:26]([NH2:27])=[CH:25][C:24]=1[Cl:30].C(O)C.C(=O)([O-])[O-].[Na+].[Na+], predict the reaction product. The product is: [Cl:30][C:24]1[CH:25]=[C:26]([NH2:27])[CH:28]=[CH:29][C:23]=1[C:10]1[CH:11]=[C:12]([C:15]([F:18])([F:17])[F:16])[CH:13]=[CH:14][C:9]=1[O:8][CH2:7][C:1]1[CH:6]=[CH:5][CH:4]=[CH:3][CH:2]=1. (4) Given the reactants C(N)C=C.[C:5]([C:7]1[CH:12]=[CH:11][C:10]([N:13]([CH2:22][CH:23]=[CH2:24])CC(OC(C)(C)C)=O)=[CH:9][C:8]=1[C:25]([F:28])([F:27])[F:26])#[N:6], predict the reaction product. The product is: [CH2:22]([NH:13][C:10]1[CH:11]=[CH:12][C:7]([C:5]#[N:6])=[C:8]([C:25]([F:26])([F:27])[F:28])[CH:9]=1)[CH:23]=[CH2:24]. (5) Given the reactants [Li]CCCC.Br[C:7]1[CH:11]=[CH:10][O:9][CH:8]=1.CON(C)[C:15](=[O:25])[CH2:16][NH:17][C:18](=[O:24])[O:19][C:20]([CH3:23])([CH3:22])[CH3:21].C([O-])(O)=O.[Na+], predict the reaction product. The product is: [O:9]1[CH:10]=[CH:11][C:7]([C:15](=[O:25])[CH2:16][NH:17][C:18](=[O:24])[O:19][C:20]([CH3:21])([CH3:22])[CH3:23])=[CH:8]1. (6) Given the reactants [Si]([O:8][CH2:9][C:10]1[N:11]=[C:12]([C:16]2[CH:17]=[C:18]([CH:42]=[CH:43][CH:44]=2)[CH2:19][O:20][C:21]2[C:26]3[CH:27]=[C:28]([C:30]4[N:31]=[C:32]5[N:36]([CH:37]=4)[N:35]=[C:34]([O:38][CH3:39])[S:33]5)[O:29][C:25]=3[CH:24]=[C:23]([O:40][CH3:41])[CH:22]=2)[S:13][C:14]=1[CH3:15])(C(C)(C)C)(C)C.F.F.F.C(N(CC)CC)C, predict the reaction product. The product is: [CH3:41][O:40][C:23]1[CH:22]=[C:21]([O:20][CH2:19][C:18]2[CH:17]=[C:16]([C:12]3[S:13][C:14]([CH3:15])=[C:10]([CH2:9][OH:8])[N:11]=3)[CH:44]=[CH:43][CH:42]=2)[C:26]2[CH:27]=[C:28]([C:30]3[N:31]=[C:32]4[N:36]([CH:37]=3)[N:35]=[C:34]([O:38][CH3:39])[S:33]4)[O:29][C:25]=2[CH:24]=1. (7) The product is: [Br:1][C:2]1[S:3][C:4]([C:8]([NH:50][CH2:49][C:46]2[CH:47]=[CH:48][C:43]([F:42])=[CH:44][CH:45]=2)=[O:10])=[C:5]([CH3:7])[N:6]=1. Given the reactants [Br:1][C:2]1[S:3][C:4]([C:8]([OH:10])=O)=[C:5]([CH3:7])[N:6]=1.C(N(CC)C(C)C)(C)C.Cl.C(N=C=NCCCN(C)C)C.ON1C2C=CC=CC=2N=N1.[F:42][C:43]1[CH:48]=[CH:47][C:46]([CH2:49][NH2:50])=[CH:45][CH:44]=1, predict the reaction product.